Dataset: Reaction yield outcomes from USPTO patents with 853,638 reactions. Task: Predict the reaction yield, written as a fraction of the theoretical maximum amount of product (1.0 means a 100% yield; for example, 0.34 means a 34% yield). (1) The reactants are [C:1]([O:5][C:6](=[O:15])[NH:7][CH:8]1[CH2:13][CH2:12][C:11](=O)[CH2:10][CH2:9]1)([CH3:4])([CH3:3])[CH3:2].[BH-](OC(C)=O)(OC(C)=O)OC(C)=O.[Na+].CC(O)=O.[CH:34]([O:37][C:38]1[CH:43]=[CH:42][CH:41]=[CH:40][C:39]=1[CH:44]1[CH2:49][CH2:48][NH:47][CH2:46][CH2:45]1)([CH3:36])[CH3:35]. The catalyst is C(Cl)Cl. The product is [C:1]([O:5][C:6](=[O:15])[NH:7][CH:8]1[CH2:13][CH2:12][CH:11]([N:47]2[CH2:48][CH2:49][CH:44]([C:39]3[CH:40]=[CH:41][CH:42]=[CH:43][C:38]=3[O:37][CH:34]([CH3:36])[CH3:35])[CH2:45][CH2:46]2)[CH2:10][CH2:9]1)([CH3:4])([CH3:3])[CH3:2]. The yield is 0.480. (2) The reactants are [CH3:1][C:2]1[C:6]([CH2:7][N:8]2[CH:12]=[C:11]([N:13]3[C:17](=[O:18])[CH2:16][NH:15][C:14]3=[O:19])[CH:10]=[N:9]2)=[C:5]([CH3:20])[O:4][N:3]=1.Br[CH2:22][CH2:23][CH2:24][C:25]1[CH:30]=[CH:29][CH:28]=[CH:27][CH:26]=1. No catalyst specified. The product is [CH3:1][C:2]1[C:6]([CH2:7][N:8]2[CH:12]=[C:11]([N:13]3[C:17](=[O:18])[CH2:16][N:15]([CH2:22][CH2:23][CH2:24][C:25]4[CH:30]=[CH:29][CH:28]=[CH:27][CH:26]=4)[C:14]3=[O:19])[CH:10]=[N:9]2)=[C:5]([CH3:20])[O:4][N:3]=1. The yield is 0.360. (3) The reactants are I[C:2]1[CH:3]=[N:4][N:5]2[C:10]([N:11]([CH3:18])[C:12]3[CH:17]=[CH:16][CH:15]=[CH:14][CH:13]=3)=[N:9][CH:8]=[N:7][C:6]=12.C([O-])([O-])=O.[Na+].[Na+].[C:25]1(B(O)O)[CH:30]=[CH:29][CH:28]=[CH:27][CH:26]=1. The catalyst is C1(C)C=CC=CC=1.O.CCO. The product is [CH3:18][N:11]([C:10]1[N:5]2[N:4]=[CH:3][C:2]([C:25]3[CH:30]=[CH:29][CH:28]=[CH:27][CH:26]=3)=[C:6]2[N:7]=[CH:8][N:9]=1)[C:12]1[CH:17]=[CH:16][CH:15]=[CH:14][CH:13]=1. The yield is 0.780. (4) The reactants are [CH2:1]([O:3][C:4](=[O:16])/[C:5](/[C:14]#[N:15])=[CH:6]\[C:7]1[CH:12]=[CH:11][C:10]([Cl:13])=[CH:9][CH:8]=1)[CH3:2].[Cl:17][C:18]1[CH:23]=[CH:22][C:21]([Mg]Br)=[CH:20][CH:19]=1.Cl. The catalyst is C1(C)C=CC=CC=1. The product is [CH2:1]([O:3][C:4](=[O:16])[C:5]([C:14]#[N:15])=[C:6]([C:21]1[CH:22]=[CH:23][C:18]([Cl:17])=[CH:19][CH:20]=1)[C:7]1[CH:8]=[CH:9][C:10]([Cl:13])=[CH:11][CH:12]=1)[CH3:2]. The yield is 1.06. (5) The reactants are [CH:1]([C:4]1[C:9]([CH3:10])=[CH:8][CH:7]=[CH:6][C:5]=1[O:11][CH3:12])([CH3:3])[CH3:2].[Br-:13].[Br-].[Br-].C([N+](CCCC)(CCCC)CCCC)CCC.C([N+](CCCC)(CCCC)CCCC)CCC.C([N+](CCCC)(CCCC)CCCC)CCC. The catalyst is C(Cl)Cl. The product is [Br:13][C:8]1[CH:7]=[CH:6][C:5]([O:11][CH3:12])=[C:4]([CH:1]([CH3:3])[CH3:2])[C:9]=1[CH3:10]. The yield is 0.920. (6) The reactants are [NH2:1][C:2]1[NH:7][C:6](=O)[N:5]([CH2:9][CH2:10][CH3:11])[C:4](=[O:12])[C:3]=1[NH:13][C:14]([C:16]1[CH:17]=[N:18][N:19]([CH2:21][C:22]2[CH:27]=[CH:26][C:25]([C:28]([F:31])([F:30])[F:29])=[C:24]([F:32])[CH:23]=2)[CH:20]=1)=O.O=P(Cl)(Cl)[Cl:35].P(Cl)(Cl)(Cl)(Cl)Cl. No catalyst specified. The product is [Cl:35][C:6]1[N:5]([CH2:9][CH2:10][CH3:11])[C:4](=[O:12])[C:3]2[NH:13][C:14]([C:16]3[CH:17]=[N:18][N:19]([CH2:21][C:22]4[CH:27]=[CH:26][C:25]([C:28]([F:30])([F:29])[F:31])=[C:24]([F:32])[CH:23]=4)[CH:20]=3)=[N:1][C:2]=2[N:7]=1. The yield is 0.500. (7) The reactants are [C:1]([C:5]1[CH:10]=[CH:9][C:8]([N+:11]([O-])=O)=[CH:7][C:6]=1[O:14][CH3:15])([CH3:4])([CH3:3])[CH3:2].C([O-])=O.[K+]. The catalyst is CCO.O.[Pd]. The product is [C:1]([C:5]1[CH:10]=[CH:9][C:8]([NH2:11])=[CH:7][C:6]=1[O:14][CH3:15])([CH3:4])([CH3:2])[CH3:3]. The yield is 0.720. (8) The reactants are C([O:3][C:4](=[O:34])[CH2:5][N:6]1[CH2:11][C:10]2[CH:12]=[C:13](/[CH:16]=[CH:17]/[C:18](=[O:32])[N:19]([CH3:31])[CH2:20][C:21]3[N:22]([CH3:30])[C:23]4[C:28]([CH:29]=3)=[CH:27][CH:26]=[CH:25][CH:24]=4)[CH:14]=[N:15][C:9]=2[NH:8][C:7]1=[O:33])C.[OH-].[Na+]. The catalyst is CO. The product is [CH3:31][N:19]([CH2:20][C:21]1[N:22]([CH3:30])[C:23]2[C:28]([CH:29]=1)=[CH:27][CH:26]=[CH:25][CH:24]=2)[C:18](/[CH:17]=[CH:16]/[C:13]1[CH:14]=[N:15][C:9]2[NH:8][C:7](=[O:33])[N:6]([CH2:5][C:4]([OH:34])=[O:3])[CH2:11][C:10]=2[CH:12]=1)=[O:32]. The yield is 0.480.